From a dataset of NCI-60 drug combinations with 297,098 pairs across 59 cell lines. Regression. Given two drug SMILES strings and cell line genomic features, predict the synergy score measuring deviation from expected non-interaction effect. (1) Drug 1: C1CC(=O)NC(=O)C1N2CC3=C(C2=O)C=CC=C3N. Drug 2: CC1C(C(CC(O1)OC2CC(CC3=C2C(=C4C(=C3O)C(=O)C5=CC=CC=C5C4=O)O)(C(=O)C)O)N)O. Cell line: HS 578T. Synergy scores: CSS=42.8, Synergy_ZIP=1.22, Synergy_Bliss=0.333, Synergy_Loewe=-20.8, Synergy_HSA=1.28. (2) Drug 1: CN1CCC(CC1)COC2=C(C=C3C(=C2)N=CN=C3NC4=C(C=C(C=C4)Br)F)OC. Drug 2: CCC(=C(C1=CC=CC=C1)C2=CC=C(C=C2)OCCN(C)C)C3=CC=CC=C3.C(C(=O)O)C(CC(=O)O)(C(=O)O)O. Cell line: TK-10. Synergy scores: CSS=13.6, Synergy_ZIP=-8.98, Synergy_Bliss=-1.03, Synergy_Loewe=-10.7, Synergy_HSA=-0.838.